This data is from NCI-60 drug combinations with 297,098 pairs across 59 cell lines. The task is: Regression. Given two drug SMILES strings and cell line genomic features, predict the synergy score measuring deviation from expected non-interaction effect. (1) Drug 1: CN1CCC(CC1)COC2=C(C=C3C(=C2)N=CN=C3NC4=C(C=C(C=C4)Br)F)OC. Drug 2: C1CCC(C1)C(CC#N)N2C=C(C=N2)C3=C4C=CNC4=NC=N3. Cell line: OVCAR-8. Synergy scores: CSS=8.39, Synergy_ZIP=6.09, Synergy_Bliss=0.105, Synergy_Loewe=-7.25, Synergy_HSA=-1.78. (2) Drug 1: CN1CCC(CC1)COC2=C(C=C3C(=C2)N=CN=C3NC4=C(C=C(C=C4)Br)F)OC. Cell line: SK-OV-3. Synergy scores: CSS=17.9, Synergy_ZIP=-0.938, Synergy_Bliss=2.03, Synergy_Loewe=-14.2, Synergy_HSA=2.02. Drug 2: N.N.Cl[Pt+2]Cl. (3) Drug 1: CCCCC(=O)OCC(=O)C1(CC(C2=C(C1)C(=C3C(=C2O)C(=O)C4=C(C3=O)C=CC=C4OC)O)OC5CC(C(C(O5)C)O)NC(=O)C(F)(F)F)O. Drug 2: CC1C(C(CC(O1)OC2CC(CC3=C2C(=C4C(=C3O)C(=O)C5=CC=CC=C5C4=O)O)(C(=O)C)O)N)O. Cell line: SK-MEL-5. Synergy scores: CSS=53.6, Synergy_ZIP=-0.365, Synergy_Bliss=1.79, Synergy_Loewe=-9.99, Synergy_HSA=1.65. (4) Drug 1: C1CCC(C1)C(CC#N)N2C=C(C=N2)C3=C4C=CNC4=NC=N3. Drug 2: CCC1=C2CN3C(=CC4=C(C3=O)COC(=O)C4(CC)O)C2=NC5=C1C=C(C=C5)O. Cell line: 786-0. Synergy scores: CSS=56.8, Synergy_ZIP=9.97, Synergy_Bliss=6.28, Synergy_Loewe=-36.2, Synergy_HSA=7.39. (5) Drug 1: CC1=CC2C(CCC3(C2CCC3(C(=O)C)OC(=O)C)C)C4(C1=CC(=O)CC4)C. Drug 2: CCCCCOC(=O)NC1=NC(=O)N(C=C1F)C2C(C(C(O2)C)O)O. Cell line: A498. Synergy scores: CSS=15.4, Synergy_ZIP=-5.24, Synergy_Bliss=0.723, Synergy_Loewe=2.00, Synergy_HSA=2.40. (6) Drug 1: CC=C1C(=O)NC(C(=O)OC2CC(=O)NC(C(=O)NC(CSSCCC=C2)C(=O)N1)C(C)C)C(C)C. Drug 2: CN(CCCl)CCCl.Cl. Cell line: HOP-62. Synergy scores: CSS=62.4, Synergy_ZIP=0.0667, Synergy_Bliss=-2.44, Synergy_Loewe=0.563, Synergy_HSA=2.24.